This data is from Full USPTO retrosynthesis dataset with 1.9M reactions from patents (1976-2016). The task is: Predict the reactants needed to synthesize the given product. Given the product [Cl:2][C:3]1[N:4]=[C:5]([C:11]2[CH:12]=[N:13][CH:14]=[CH:15][CH:16]=2)[S:6][C:7]=1[N:8]([CH2:9][CH3:10])[C:25](=[O:26])[CH:24]([CH3:23])[CH2:28][S:29][CH3:30], predict the reactants needed to synthesize it. The reactants are: Cl.[Cl:2][C:3]1[N:4]=[C:5]([C:11]2[CH:12]=[N:13][CH:14]=[CH:15][CH:16]=2)[S:6][C:7]=1[NH:8][CH2:9][CH3:10].N1C=CC=CC=1.[CH3:23][CH:24]([CH2:28][S:29][CH3:30])[C:25](Cl)=[O:26].